From a dataset of NCI-60 drug combinations with 297,098 pairs across 59 cell lines. Regression. Given two drug SMILES strings and cell line genomic features, predict the synergy score measuring deviation from expected non-interaction effect. (1) Drug 1: COC1=C(C=C2C(=C1)N=CN=C2NC3=CC(=C(C=C3)F)Cl)OCCCN4CCOCC4. Drug 2: CC1OCC2C(O1)C(C(C(O2)OC3C4COC(=O)C4C(C5=CC6=C(C=C35)OCO6)C7=CC(=C(C(=C7)OC)O)OC)O)O. Cell line: HS 578T. Synergy scores: CSS=44.1, Synergy_ZIP=10.9, Synergy_Bliss=12.5, Synergy_Loewe=13.3, Synergy_HSA=17.2. (2) Drug 1: C1C(C(OC1N2C=NC3=C(N=C(N=C32)Cl)N)CO)O. Drug 2: CC1CCC2CC(C(=CC=CC=CC(CC(C(=O)C(C(C(=CC(C(=O)CC(OC(=O)C3CCCCN3C(=O)C(=O)C1(O2)O)C(C)CC4CCC(C(C4)OC)OCCO)C)C)O)OC)C)C)C)OC. Cell line: SF-268. Synergy scores: CSS=20.7, Synergy_ZIP=-5.52, Synergy_Bliss=-4.26, Synergy_Loewe=-1.04, Synergy_HSA=-0.577. (3) Drug 1: CC1=CC=C(C=C1)C2=CC(=NN2C3=CC=C(C=C3)S(=O)(=O)N)C(F)(F)F. Drug 2: CC12CCC3C(C1CCC2OP(=O)(O)O)CCC4=C3C=CC(=C4)OC(=O)N(CCCl)CCCl.[Na+]. Cell line: HOP-62. Synergy scores: CSS=1.96, Synergy_ZIP=0.995, Synergy_Bliss=-2.53, Synergy_Loewe=-9.02, Synergy_HSA=-5.63. (4) Drug 1: C1=NC2=C(N=C(N=C2N1C3C(C(C(O3)CO)O)O)F)N. Drug 2: CC1=C2C(C(=O)C3(C(CC4C(C3C(C(C2(C)C)(CC1OC(=O)C(C(C5=CC=CC=C5)NC(=O)OC(C)(C)C)O)O)OC(=O)C6=CC=CC=C6)(CO4)OC(=O)C)O)C)O. Cell line: NCI/ADR-RES. Synergy scores: CSS=28.3, Synergy_ZIP=1.01, Synergy_Bliss=2.60, Synergy_Loewe=2.73, Synergy_HSA=2.37.